From a dataset of Forward reaction prediction with 1.9M reactions from USPTO patents (1976-2016). Predict the product of the given reaction. (1) Given the reactants [Br:1][C:2]1[CH:3]=[C:4]2[C:9](=[CH:10][C:11]=1[O:12][CH2:13][C:14]1[CH:15]=[C:16]([S:20]([CH3:28])(=[N:22]C(OCC)=O)=[O:21])[CH:17]=[CH:18][CH:19]=1)[N:8]=[CH:7][N:6]=[C:5]2[NH:29][CH2:30][CH2:31][OH:32].[O-]CC.[Na+], predict the reaction product. The product is: [Br:1][C:2]1[CH:3]=[C:4]2[C:9](=[CH:10][C:11]=1[O:12][CH2:13][C:14]1[CH:15]=[C:16]([S:20]([CH3:28])(=[NH:22])=[O:21])[CH:17]=[CH:18][CH:19]=1)[N:8]=[CH:7][N:6]=[C:5]2[NH:29][CH2:30][CH2:31][OH:32]. (2) Given the reactants [Cl-].[Mg+2].[Cl-].Cl[C:5]1[N:10]=[CH:9][NH:8][C:7]2=[N:11][CH:12]=[CH:13][C:6]=12.[Cl-].[NH4+].[CH2:16]1COCC1, predict the reaction product. The product is: [CH3:16][C:5]1[C:6]2[CH:13]=[CH:12][NH:11][C:7]=2[N:8]=[CH:9][N:10]=1. (3) Given the reactants [CH3:1][C:2]1[CH:3]=[C:4]([OH:12])[C:5](=[CH:10][CH:11]=1)[C:6]([O:8][CH3:9])=[O:7].C[N:14](C)[C:15](Cl)=[S:16].[N:19]12CCN(CC1)C[CH2:20]2.O.[CH3:28][N:29](C=O)C, predict the reaction product. The product is: [CH3:20][NH:19][N:14]([NH:29][CH3:28])[C:15]([O:12][C:4]1[CH:3]=[C:2]([CH3:1])[CH:11]=[CH:10][C:5]=1[C:6]([O:8][CH3:9])=[O:7])=[S:16]. (4) The product is: [Cl:8][C:7]1[C:6]([N:10]2[CH2:11][CH2:12][CH:13]([C:16]3[C:21]([C:22]([F:25])([F:23])[F:24])=[CH:20][CH:19]=[CH:18][N:17]=3)[CH2:14][CH2:15]2)=[CH:5][N:4]=[N:3][C:2]=1[NH:32][NH2:33]. Given the reactants Cl[C:2]1[N:3]=[N:4][CH:5]=[C:6](Cl)[C:7]=1[Cl:8].[NH:10]1[CH2:15][CH2:14][CH:13]([C:16]2[C:21]([C:22]([F:25])([F:24])[F:23])=[CH:20][CH:19]=[CH:18][N:17]=2)[CH2:12][CH2:11]1.C(=O)([O-])[O-].[K+].[K+].[NH2:32][NH2:33], predict the reaction product.